Regression. Given two drug SMILES strings and cell line genomic features, predict the synergy score measuring deviation from expected non-interaction effect. From a dataset of NCI-60 drug combinations with 297,098 pairs across 59 cell lines. (1) Drug 1: C1=C(C(=O)NC(=O)N1)F. Synergy scores: CSS=35.5, Synergy_ZIP=9.53, Synergy_Bliss=10.0, Synergy_Loewe=9.58, Synergy_HSA=9.59. Cell line: SK-MEL-28. Drug 2: CC1C(C(=O)NC(C(=O)N2CCCC2C(=O)N(CC(=O)N(C(C(=O)O1)C(C)C)C)C)C(C)C)NC(=O)C3=C4C(=C(C=C3)C)OC5=C(C(=O)C(=C(C5=N4)C(=O)NC6C(OC(=O)C(N(C(=O)CN(C(=O)C7CCCN7C(=O)C(NC6=O)C(C)C)C)C)C(C)C)C)N)C. (2) Drug 1: C1=CN(C(=O)N=C1N)C2C(C(C(O2)CO)O)O.Cl. Drug 2: CC12CCC3C(C1CCC2O)C(CC4=C3C=CC(=C4)O)CCCCCCCCCS(=O)CCCC(C(F)(F)F)(F)F. Cell line: UACC62. Synergy scores: CSS=16.3, Synergy_ZIP=-5.61, Synergy_Bliss=3.96, Synergy_Loewe=-12.9, Synergy_HSA=0.673. (3) Drug 1: C1=NC2=C(N=C(N=C2N1C3C(C(C(O3)CO)O)F)Cl)N. Drug 2: CC1CCC2CC(C(=CC=CC=CC(CC(C(=O)C(C(C(=CC(C(=O)CC(OC(=O)C3CCCCN3C(=O)C(=O)C1(O2)O)C(C)CC4CCC(C(C4)OC)O)C)C)O)OC)C)C)C)OC. Cell line: CCRF-CEM. Synergy scores: CSS=12.6, Synergy_ZIP=-0.650, Synergy_Bliss=-3.60, Synergy_Loewe=-24.9, Synergy_HSA=-5.55. (4) Drug 1: C1=CC=C(C(=C1)C(C2=CC=C(C=C2)Cl)C(Cl)Cl)Cl. Drug 2: CC12CCC3C(C1CCC2O)C(CC4=C3C=CC(=C4)O)CCCCCCCCCS(=O)CCCC(C(F)(F)F)(F)F. Cell line: SR. Synergy scores: CSS=-2.11, Synergy_ZIP=3.65, Synergy_Bliss=-4.37, Synergy_Loewe=-3.94, Synergy_HSA=-6.40. (5) Drug 1: CC(C)NC(=O)C1=CC=C(C=C1)CNNC.Cl. Drug 2: C(CN)CNCCSP(=O)(O)O. Cell line: HOP-62. Synergy scores: CSS=16.9, Synergy_ZIP=-1.40, Synergy_Bliss=-5.39, Synergy_Loewe=1.15, Synergy_HSA=-1.21. (6) Drug 1: C1CN1P(=S)(N2CC2)N3CC3. Drug 2: CS(=O)(=O)CCNCC1=CC=C(O1)C2=CC3=C(C=C2)N=CN=C3NC4=CC(=C(C=C4)OCC5=CC(=CC=C5)F)Cl. Cell line: SK-MEL-5. Synergy scores: CSS=14.6, Synergy_ZIP=-5.50, Synergy_Bliss=-2.99, Synergy_Loewe=-1.50, Synergy_HSA=-1.56. (7) Drug 1: CC1C(C(=O)NC(C(=O)N2CCCC2C(=O)N(CC(=O)N(C(C(=O)O1)C(C)C)C)C)C(C)C)NC(=O)C3=C4C(=C(C=C3)C)OC5=C(C(=O)C(=C(C5=N4)C(=O)NC6C(OC(=O)C(N(C(=O)CN(C(=O)C7CCCN7C(=O)C(NC6=O)C(C)C)C)C)C(C)C)C)N)C. Drug 2: CS(=O)(=O)CCNCC1=CC=C(O1)C2=CC3=C(C=C2)N=CN=C3NC4=CC(=C(C=C4)OCC5=CC(=CC=C5)F)Cl. Cell line: LOX IMVI. Synergy scores: CSS=4.39, Synergy_ZIP=9.98, Synergy_Bliss=12.8, Synergy_Loewe=8.68, Synergy_HSA=9.01. (8) Drug 1: CC1=C2C(C(=O)C3(C(CC4C(C3C(C(C2(C)C)(CC1OC(=O)C(C(C5=CC=CC=C5)NC(=O)OC(C)(C)C)O)O)OC(=O)C6=CC=CC=C6)(CO4)OC(=O)C)OC)C)OC. Drug 2: CC1=C(C(CCC1)(C)C)C=CC(=CC=CC(=CC(=O)O)C)C. Cell line: SR. Synergy scores: CSS=94.7, Synergy_ZIP=22.8, Synergy_Bliss=22.6, Synergy_Loewe=-12.8, Synergy_HSA=21.3.